From a dataset of Peptide-MHC class I binding affinity with 185,985 pairs from IEDB/IMGT. Regression. Given a peptide amino acid sequence and an MHC pseudo amino acid sequence, predict their binding affinity value. This is MHC class I binding data. (1) The peptide sequence is WFREDRSPV. The MHC is HLA-A03:01 with pseudo-sequence HLA-A03:01. The binding affinity (normalized) is 0.0847. (2) The peptide sequence is KAFSPEVIPMF. The MHC is HLA-B45:01 with pseudo-sequence HLA-B45:01. The binding affinity (normalized) is 0.00368. (3) The peptide sequence is KLINTLFHA. The MHC is HLA-B18:01 with pseudo-sequence HLA-B18:01. The binding affinity (normalized) is 0.0847. (4) The MHC is HLA-A03:01 with pseudo-sequence HLA-A03:01. The peptide sequence is MLSRVAAVK. The binding affinity (normalized) is 0.975. (5) The peptide sequence is TVKSMILHEI. The MHC is HLA-A24:02 with pseudo-sequence HLA-A24:02. The binding affinity (normalized) is 0.168. (6) The peptide sequence is ALCKVTVPT. The MHC is HLA-A02:01 with pseudo-sequence HLA-A02:01. The binding affinity (normalized) is 0.574. (7) The peptide sequence is TGNESRCY. The MHC is Mamu-B08 with pseudo-sequence Mamu-B08. The binding affinity (normalized) is 0. (8) The peptide sequence is YLAKLFLDH. The MHC is HLA-A02:12 with pseudo-sequence HLA-A02:12. The binding affinity (normalized) is 0.0847.